Dataset: Forward reaction prediction with 1.9M reactions from USPTO patents (1976-2016). Task: Predict the product of the given reaction. (1) Given the reactants C([O:5][C:6](=[O:18])[CH2:7][N:8]1[C:16]2[C:11](=[CH:12][CH:13]=[CH:14][CH:15]=2)[CH2:10][C:9]1=[O:17])(C)(C)C.C(O)(C(F)(F)F)=O, predict the reaction product. The product is: [O:17]=[C:9]1[CH2:10][C:11]2[C:16](=[CH:15][CH:14]=[CH:13][CH:12]=2)[N:8]1[CH2:7][C:6]([OH:18])=[O:5]. (2) Given the reactants Cl[C:2]1[NH:3][C:4]2[CH:10]=[CH:9][CH:8]=[CH:7][C:5]=2[N:6]=1.[F:11][C:12]([F:25])([F:24])[C:13]1[CH:14]=[C:15]([CH:17]=[C:18]([C:20]([F:23])([F:22])[F:21])[CH:19]=1)[NH2:16], predict the reaction product. The product is: [N:6]1[C:5]2[CH:7]=[CH:8][CH:9]=[CH:10][C:4]=2[NH:3][C:2]=1[NH:16][C:15]1[CH:17]=[C:18]([C:20]([F:21])([F:22])[F:23])[CH:19]=[C:13]([C:12]([F:11])([F:24])[F:25])[CH:14]=1. (3) Given the reactants [CH2:1]([Br:4])[C:2]#[CH:3].[CH3:5][N:6]([CH3:10])[CH2:7][CH2:8][OH:9].[CH2:11]1[CH2:15][O:14][CH2:13][CH2:12]1, predict the reaction product. The product is: [CH2:1]([O:9][CH2:8][CH2:7][N+:6]([CH3:11])([CH3:10])[CH3:5])[C:2]#[CH:3].[Br-:4].[CH2:13]([O:14][CH2:15][CH2:11][N+:6]([CH3:10])([CH3:7])[CH3:5])[C:12]#[CH:1]. (4) The product is: [F:1][C:2]1[C:42]([F:43])=[CH:41][CH:40]=[CH:39][C:3]=1[CH2:4][S:5][C:6]1[N:11]=[C:10]([NH:12][S:13]([N:16]2[CH2:17][CH2:18][NH:19][CH2:20][CH2:21]2)(=[O:15])=[O:14])[CH:9]=[C:8]([O:29][C@H:30]([CH3:31])[C@@H:32]([OH:33])[CH2:36][OH:35])[N:7]=1. Given the reactants [F:1][C:2]1[C:42]([F:43])=[CH:41][CH:40]=[CH:39][C:3]=1[CH2:4][S:5][C:6]1[N:11]=[C:10]([NH:12][S:13]([N:16]2[CH2:21][CH2:20][N:19](C(OC(C)(C)C)=O)[CH2:18][CH2:17]2)(=[O:15])=[O:14])[CH:9]=[C:8]([O:29][C@@H:30]([C@@H:32]2[CH2:36][O:35]C(C)(C)[O:33]2)[CH3:31])[N:7]=1, predict the reaction product. (5) The product is: [Cl:15][C:16]1[CH:24]=[C:23]([N:25]([CH2:30][CH2:31][O:32][CH3:33])[S:26]([CH3:29])(=[O:28])=[O:27])[CH:22]=[CH:21][C:17]=1[C:18]([NH:6][C:5]1[CH:7]=[CH:8][C:2]([Cl:1])=[C:3]([C:9]2[CH:14]=[CH:13][CH:12]=[CH:11][N:10]=2)[CH:4]=1)=[O:19]. Given the reactants [Cl:1][C:2]1[CH:8]=[CH:7][C:5]([NH2:6])=[CH:4][C:3]=1[C:9]1[CH:14]=[CH:13][CH:12]=[CH:11][N:10]=1.[Cl:15][C:16]1[CH:24]=[C:23]([N:25]([CH2:30][CH2:31][O:32][CH3:33])[S:26]([CH3:29])(=[O:28])=[O:27])[CH:22]=[CH:21][C:17]=1[C:18](O)=[O:19], predict the reaction product. (6) Given the reactants C(=O)([O-])[O-].[K+].[K+].Cl.[CH3:8][CH:9]1[CH2:14][CH2:13][NH:12][CH2:11][CH:10]1[C:15]([O:17][CH3:18])=[O:16], predict the reaction product. The product is: [CH3:8][CH:9]1[CH2:14][CH2:13][NH:12][CH2:11][CH:10]1[C:15]([O:17][CH3:18])=[O:16]. (7) The product is: [Br:8][C:9]1[CH:14]=[CH:13][CH:12]=[C:11]([O:6][CH:1]2[CH2:5][CH2:4][CH2:3][CH2:2]2)[N:10]=1. Given the reactants [CH:1]1([OH:6])[CH2:5][CH2:4][CH2:3][CH2:2]1.[Na].[Br:8][C:9]1[CH:14]=[CH:13][CH:12]=[C:11](Br)[N:10]=1.[H-].[Na+], predict the reaction product. (8) The product is: [C:1]([C:3]1[CH:4]=[CH:5][C:6]([C:7]([N:9]([CH:10]2[CH2:11][CH2:12][N:13]([CH2:20][CH:21]3[CH2:23][CH2:22]3)[CH2:14][CH2:15]2)[CH3:16])=[O:8])=[CH:17][CH:18]=1)#[N:2]. Given the reactants [C:1]([C:3]1[CH:18]=[CH:17][C:6]([C:7]([N:9]([CH3:16])[CH:10]2[CH2:15][CH2:14][NH:13][CH2:12][CH2:11]2)=[O:8])=[CH:5][CH:4]=1)#[N:2].Br[CH2:20][CH:21]1[CH2:23][CH2:22]1.C([O-])([O-])=O.[K+].[K+], predict the reaction product. (9) Given the reactants [OH:1][CH2:2][CH2:3][CH2:4][N:5]1[CH:9]=[C:8]([C:10]2[CH:11]=[CH:12][C:13]([NH:21][C:22]3[C:27]([C:28]([F:31])([F:30])[F:29])=[CH:26][N:25]=[C:24]([NH:32][C:33]4[CH:47]=[CH:46][C:36]([CH2:37][P:38](=[O:45])([O:42][CH2:43][CH3:44])[O:39][CH2:40][CH3:41])=[CH:35][C:34]=4[O:48][CH3:49])[N:23]=3)=[C:14]3C=2C[N:16]([CH3:19])[C:15]3=[O:20])[CH:7]=[N:6]1.[NH2:50]C1C(C(NC)=O)=NC(C2C=NN(CCCO)C=2)=CC=1, predict the reaction product. The product is: [OH:1][CH2:2][CH2:3][CH2:4][N:5]1[CH:9]=[C:8]([C:10]2[N:50]=[C:14]([C:15](=[O:20])[NH:16][CH3:19])[C:13]([NH:21][C:22]3[C:27]([C:28]([F:29])([F:31])[F:30])=[CH:26][N:25]=[C:24]([NH:32][C:33]4[CH:47]=[CH:46][C:36]([CH2:37][P:38](=[O:45])([O:42][CH2:43][CH3:44])[O:39][CH2:40][CH3:41])=[CH:35][C:34]=4[O:48][CH3:49])[N:23]=3)=[CH:12][CH:11]=2)[CH:7]=[N:6]1. (10) Given the reactants Br[C:2]1[CH:7]=[CH:6][CH:5]=[CH:4][C:3]=1[CH3:8].[Li]C(C)(C)C.N#N.[O:16]=[C:17]1[CH2:34][CH:20]2[CH2:21][N:22]([C:24]([O:26][CH2:27][C:28]3[CH:33]=[CH:32][CH:31]=[CH:30][CH:29]=3)=[O:25])[CH2:23][CH:19]2[CH2:18]1, predict the reaction product. The product is: [OH:16][C:17]1([C:2]2[CH:7]=[CH:6][CH:5]=[CH:4][C:3]=2[CH3:8])[CH2:18][CH:19]2[CH2:23][N:22]([C:24]([O:26][CH2:27][C:28]3[CH:33]=[CH:32][CH:31]=[CH:30][CH:29]=3)=[O:25])[CH2:21][CH:20]2[CH2:34]1.